From a dataset of Full USPTO retrosynthesis dataset with 1.9M reactions from patents (1976-2016). Predict the reactants needed to synthesize the given product. Given the product [F:39][C:29]1[CH:30]=[C:31]([C:35]([OH:38])([CH3:37])[CH3:36])[CH:32]=[C:33]([F:34])[C:28]=1[C:22]1[S:21][C:20]([NH:19][C:2]2[CH:3]=[CH:4][CH:5]=[C:6]([CH:8]([N:13]3[CH2:18][CH2:17][O:16][CH2:15][CH2:14]3)[C:9]([NH:11][CH3:12])=[O:10])[N:7]=2)=[C:24]([C:25]([NH2:27])=[O:26])[CH:23]=1, predict the reactants needed to synthesize it. The reactants are: Br[C:2]1[N:7]=[C:6]([CH:8]([N:13]2[CH2:18][CH2:17][O:16][CH2:15][CH2:14]2)[C:9]([NH:11][CH3:12])=[O:10])[CH:5]=[CH:4][CH:3]=1.[NH2:19][C:20]1[S:21][C:22]([C:28]2[C:33]([F:34])=[CH:32][C:31]([C:35]([OH:38])([CH3:37])[CH3:36])=[CH:30][C:29]=2[F:39])=[CH:23][C:24]=1[C:25]([NH2:27])=[O:26].